From a dataset of Forward reaction prediction with 1.9M reactions from USPTO patents (1976-2016). Predict the product of the given reaction. Given the reactants COC1C=C(OC)C=CC=1C[N:6]([C:39]1[CH:44]=[CH:43][N:42]=[CH:41][N:40]=1)[S:7]([C:10]1[CH:15]=[C:14]([CH3:16])[C:13]([O:17][C@H:18]2[CH2:23][CH2:22][CH2:21][CH2:20][C@@H:19]2[C:24]2[C:25]([N+:35]([O-])=O)=[N:26][N:27](C3CCCCO3)[CH:28]=2)=[CH:12][C:11]=1[F:38])(=[O:9])=[O:8].C([SiH](CC)CC)C.FC(F)(F)C(O)=O.ClCCl, predict the reaction product. The product is: [NH2:35][C:25]1[C:24]([C@H:19]2[CH2:20][CH2:21][CH2:22][CH2:23][C@@H:18]2[O:17][C:13]2[C:14]([CH3:16])=[CH:15][C:10]([S:7]([NH:6][C:39]3[CH:44]=[CH:43][N:42]=[CH:41][N:40]=3)(=[O:9])=[O:8])=[C:11]([F:38])[CH:12]=2)=[CH:28][NH:27][N:26]=1.